From a dataset of NCI-60 drug combinations with 297,098 pairs across 59 cell lines. Regression. Given two drug SMILES strings and cell line genomic features, predict the synergy score measuring deviation from expected non-interaction effect. (1) Synergy scores: CSS=-0.352, Synergy_ZIP=1.77, Synergy_Bliss=5.00, Synergy_Loewe=1.61, Synergy_HSA=3.51. Drug 1: C1=NC2=C(N=C(N=C2N1C3C(C(C(O3)CO)O)O)F)N. Cell line: NCIH23. Drug 2: C1=CC=C(C(=C1)C(C2=CC=C(C=C2)Cl)C(Cl)Cl)Cl. (2) Synergy scores: CSS=17.2, Synergy_ZIP=-1.08, Synergy_Bliss=4.18, Synergy_Loewe=2.46, Synergy_HSA=3.66. Cell line: SF-539. Drug 1: CC1C(C(CC(O1)OC2CC(CC3=C2C(=C4C(=C3O)C(=O)C5=C(C4=O)C(=CC=C5)OC)O)(C(=O)CO)O)N)O.Cl. Drug 2: C1CN(CCN1C(=O)CCBr)C(=O)CCBr. (3) Drug 1: CCC1=CC2CC(C3=C(CN(C2)C1)C4=CC=CC=C4N3)(C5=C(C=C6C(=C5)C78CCN9C7C(C=CC9)(C(C(C8N6C)(C(=O)OC)O)OC(=O)C)CC)OC)C(=O)OC.C(C(C(=O)O)O)(C(=O)O)O. Drug 2: C1=C(C(=O)NC(=O)N1)N(CCCl)CCCl. Cell line: OVCAR3. Synergy scores: CSS=50.0, Synergy_ZIP=-9.76, Synergy_Bliss=-8.89, Synergy_Loewe=-26.5, Synergy_HSA=-6.38. (4) Drug 1: C1C(C(OC1N2C=NC3=C(N=C(N=C32)Cl)N)CO)O. Drug 2: CC1=C(C(=CC=C1)Cl)NC(=O)C2=CN=C(S2)NC3=CC(=NC(=N3)C)N4CCN(CC4)CCO. Cell line: SR. Synergy scores: CSS=25.4, Synergy_ZIP=-1.33, Synergy_Bliss=-7.20, Synergy_Loewe=-17.3, Synergy_HSA=-6.21. (5) Drug 1: CN1C(=O)N2C=NC(=C2N=N1)C(=O)N. Drug 2: C1=NC2=C(N1)C(=S)N=CN2. Cell line: HS 578T. Synergy scores: CSS=37.2, Synergy_ZIP=-8.21, Synergy_Bliss=-1.35, Synergy_Loewe=-16.9, Synergy_HSA=1.25. (6) Drug 1: C1=CC(=CC=C1C#N)C(C2=CC=C(C=C2)C#N)N3C=NC=N3. Drug 2: CS(=O)(=O)OCCCCOS(=O)(=O)C. Cell line: MOLT-4. Synergy scores: CSS=68.9, Synergy_ZIP=-1.29, Synergy_Bliss=0.930, Synergy_Loewe=3.59, Synergy_HSA=2.87. (7) Drug 1: CC1=C(C=C(C=C1)NC(=O)C2=CC=C(C=C2)CN3CCN(CC3)C)NC4=NC=CC(=N4)C5=CN=CC=C5. Drug 2: C1CN(P(=O)(OC1)NCCCl)CCCl. Cell line: HOP-92. Synergy scores: CSS=3.80, Synergy_ZIP=-3.24, Synergy_Bliss=-3.11, Synergy_Loewe=-3.49, Synergy_HSA=-2.54.